Regression/Classification. Given a drug SMILES string, predict its absorption, distribution, metabolism, or excretion properties. Task type varies by dataset: regression for continuous measurements (e.g., permeability, clearance, half-life) or binary classification for categorical outcomes (e.g., BBB penetration, CYP inhibition). For this dataset (solubility_aqsoldb), we predict Y. From a dataset of Aqueous solubility values for 9,982 compounds from the AqSolDB database. (1) The drug is CC[P+](c1ccccc1)(c1ccccc1)c1ccccc1.[I-]. The Y is -1.73 log mol/L. (2) The compound is CC12CCC(=O)C=C1CCC1C2CCC2(C)C(OC(=O)CCc3ccccc3)CCC12. The Y is -5.27 log mol/L. (3) The drug is CC(CCC(=O)O)C1CCC2C3CC(O)C4CC(O)CCC4(C)C3CCC12C. The Y is -4.82 log mol/L. (4) The drug is N#CCC(N)=O. The Y is 0.189 log mol/L. (5) The compound is O=c1oc(-c2ccccc2)nc2ccccc12. The Y is -4.61 log mol/L. (6) The Y is -9.02 log mol/L. The drug is C1CO[Sb]2OCCO[Sb](O1)OCCO2. (7) The drug is CCC(C)[N+](=O)[O-]. The Y is -0.620 log mol/L. (8) The compound is COc1cc(OC)c2c(c1Cl)OC1(C2=O)C(C)CC(O)CC1O. The Y is -2.34 log mol/L. (9) The compound is CNC(C)=O. The Y is 1.14 log mol/L.